This data is from Catalyst prediction with 721,799 reactions and 888 catalyst types from USPTO. The task is: Predict which catalyst facilitates the given reaction. (1) Reactant: [CH3:1][C:2]1[CH:3]=[C:4]2[C:9](=[O:10])[O:8][C:6](=O)[C:5]2=[CH:11][C:12]=1[CH3:13].[F:14][C:15]1[CH:21]=[CH:20][C:18]([NH2:19])=[CH:17][CH:16]=1.O. Product: [CH3:13][C:12]1[CH:11]=[C:5]2[C:4](=[CH:3][C:2]=1[CH3:1])[C:9](=[O:10])[N:19]([C:18]1[CH:20]=[CH:21][C:15]([F:14])=[CH:16][CH:17]=1)[C:6]2=[O:8]. The catalyst class is: 9. (2) Reactant: C(O)(C(F)(F)F)=O.[F:8][C:9]1[C:34]([CH2:35][CH2:36][OH:37])=[C:33]([F:38])[CH:32]=[CH:31][C:10]=1[CH2:11][N:12]1[CH2:30][CH2:29][C:15]2([O:20][CH2:19][CH2:18][N:17]([C:21]([C:23]3[S:24][C:25]([CH3:28])=[CH:26][CH:27]=3)=[O:22])[CH2:16]2)[CH2:14][CH2:13]1.CC(OI1(OC(C)=O)(OC(C)=O)OC(=O)C2C=CC=CC1=2)=O.S([O-])([O-])(=O)=S.[Na+].[Na+].C(=O)(O)[O-].[Na+]. Product: [F:8][C:9]1[C:10]([CH2:11][N:12]2[CH2:30][CH2:29][C:15]3([O:20][CH2:19][CH2:18][N:17]([C:21]([C:23]4[S:24][C:25]([CH3:28])=[CH:26][CH:27]=4)=[O:22])[CH2:16]3)[CH2:14][CH2:13]2)=[CH:31][CH:32]=[C:33]([F:38])[C:34]=1[CH2:35][CH:36]=[O:37]. The catalyst class is: 124.